From a dataset of Catalyst prediction with 721,799 reactions and 888 catalyst types from USPTO. Predict which catalyst facilitates the given reaction. Reactant: [N+:1]([O-:4])(O)=[O:2].[CH2:5]([CH:7]1[CH2:16][CH2:15][C:14]2[CH:13]=[C:12]([OH:17])[CH:11]=[CH:10][C:9]=2[CH2:8]1)[CH3:6]. Product: [CH2:5]([CH:7]1[CH2:16][CH2:15][C:14]2[CH:13]=[C:12]([OH:17])[C:11]([N+:1]([O-:4])=[O:2])=[CH:10][C:9]=2[CH2:8]1)[CH3:6]. The catalyst class is: 52.